This data is from Forward reaction prediction with 1.9M reactions from USPTO patents (1976-2016). The task is: Predict the product of the given reaction. (1) Given the reactants [C:1]1(=[O:18])[N:5]([CH:6]2[CH2:11][CH2:10][C:9](=O)[CH2:8][CH2:7]2)[C:4](=[O:13])[C:3]2=[CH:14][CH:15]=[CH:16][CH:17]=[C:2]12.BrBr.[Al+3].[Cl-].[Cl-].[Cl-].[NH2:25][C:26]([NH2:28])=[S:27].C([O-])(O)=O.[Na+], predict the reaction product. The product is: [NH2:28][C:26]1[S:27][C:10]2[CH2:11][CH:6]([N:5]3[C:4](=[O:13])[C:3]4=[CH:14][CH:15]=[CH:16][CH:17]=[C:2]4[C:1]3=[O:18])[CH2:7][CH2:8][C:9]=2[N:25]=1. (2) Given the reactants Cl[C:2]1[CH:11]=[CH:10][C:9]2[C:4](=[CH:5][CH:6]=[CH:7][CH:8]=2)[N:3]=1.[I-:12].[Na+].C(Cl)(=O)C, predict the reaction product. The product is: [I:12][C:2]1[CH:11]=[CH:10][C:9]2[C:4](=[CH:5][CH:6]=[CH:7][CH:8]=2)[N:3]=1. (3) The product is: [C:9]([O:13][C:14]([N:16]1[CH2:19][CH:18]([N:4]2[CH2:5][CH2:6][O:7][C:2]([CH3:8])([CH3:1])[CH2:3]2)[CH2:17]1)=[O:15])([CH3:12])([CH3:10])[CH3:11]. Given the reactants [CH3:1][C:2]1([CH3:8])[O:7][CH2:6][CH2:5][NH:4][CH2:3]1.[C:9]([O:13][C:14]([N:16]1[CH2:19][C:18](=O)[CH2:17]1)=[O:15])([CH3:12])([CH3:11])[CH3:10].C(O[BH-](OC(=O)C)OC(=O)C)(=O)C.[Na+], predict the reaction product.